This data is from Reaction yield outcomes from USPTO patents with 853,638 reactions. The task is: Predict the reaction yield, written as a fraction of the theoretical maximum amount of product (1.0 means a 100% yield; for example, 0.34 means a 34% yield). The reactants are [C:1]1([N:7]2[C:19]3[CH:18]=[CH:17][CH:16]=[CH:15][C:14]=3[C:13]3[C:8]2=[CH:9][CH:10]=[CH:11][CH:12]=3)[CH:6]=[CH:5][CH:4]=[CH:3][CH:2]=1.[Br:20]N1C(=O)CCC1=O. The catalyst is C(O)(=O)C. The product is [Br:20][C:16]1[CH:17]=[CH:18][C:19]2[N:7]([C:1]3[CH:2]=[CH:3][CH:4]=[CH:5][CH:6]=3)[C:8]3[C:13]([C:14]=2[CH:15]=1)=[CH:12][CH:11]=[CH:10][CH:9]=3. The yield is 0.880.